This data is from Catalyst prediction with 721,799 reactions and 888 catalyst types from USPTO. The task is: Predict which catalyst facilitates the given reaction. (1) Reactant: N[C:2]1[CH:3]=[C:4]([C:11]([OH:13])=[O:12])[CH:5]=[C:6]([CH:10]=1)[C:7]([OH:9])=[O:8].[BrH:14].N([O-])=O.[Na+]. Product: [Br:14][C:2]1[CH:3]=[C:4]([C:11]([OH:13])=[O:12])[CH:5]=[C:6]([CH:10]=1)[C:7]([OH:9])=[O:8]. The catalyst class is: 6. (2) Reactant: [C:1]([O:4][CH:5]([NH:15][C:16]([O:18][CH2:19][C:20]1[C:29]([O:30][CH2:31][CH:32]=[CH2:33])=[CH:28][C:27]2[C:22](=[CH:23][CH:24]=[CH:25][CH:26]=2)[CH:21]=1)=[O:17])[CH2:6][O:7][CH2:8][C:9]1[CH:14]=[CH:13][CH:12]=[CH:11][CH:10]=1)(=O)C. Product: [CH2:8]([O:7][CH2:6][CH:5]([NH:15][C:16](=[O:17])[O:18][CH2:19][C:20]1[C:29]([O:30][CH2:31][CH:32]=[CH2:33])=[CH:28][C:27]2[C:22](=[CH:23][CH:24]=[CH:25][CH:26]=2)[CH:21]=1)[O:4][CH3:1])[C:9]1[CH:14]=[CH:13][CH:12]=[CH:11][CH:10]=1. The catalyst class is: 5.